This data is from Forward reaction prediction with 1.9M reactions from USPTO patents (1976-2016). The task is: Predict the product of the given reaction. (1) Given the reactants [CH:1]1([C:7]2[CH:12]=[CH:11][C:10]([CH2:13][O:14]CC3C=CC(OC)=CC=3)=[CH:9][C:8]=2[C:24]([F:27])([F:26])[F:25])[CH2:6][CH2:5][CH2:4][CH2:3][CH2:2]1, predict the reaction product. The product is: [CH:1]1([C:7]2[CH:12]=[CH:11][C:10]([CH2:13][OH:14])=[CH:9][C:8]=2[C:24]([F:25])([F:26])[F:27])[CH2:2][CH2:3][CH2:4][CH2:5][CH2:6]1. (2) Given the reactants C([N:5]([CH2:9][CH2:10][C:11]1[CH:16]=[CH:15][C:14]([C:17]#[N:18])=[CH:13][CH:12]=1)[C:6](=[O:8])[OH:7])(C)(C)C.NC[CH2:21][C:22]1[CH:29]=CC(C#N)=C[CH:23]=1.C(O)(C(F)(F)F)=O, predict the reaction product. The product is: [C:17]([C:14]1[CH:13]=[CH:12][C:11]([CH2:10][CH2:9][NH:5][C:6](=[O:8])[O:7][C:22]([CH3:29])([CH3:23])[CH3:21])=[CH:16][CH:15]=1)#[N:18]. (3) Given the reactants I[C:2]1[CH:7]=[CH:6][C:5]([C:8]2[N:12]=[C:11]([C:13]3[CH:17]=[C:16]([CH3:18])[N:15]([CH2:19][C:20]4[CH:25]=[CH:24][C:23]([CH3:26])=[CH:22][CH:21]=4)[N:14]=3)[O:10][N:9]=2)=[CH:4][CH:3]=1.[NH:27]1[CH:31]=[CH:30][N:29]=[CH:28]1.C(=O)([O-])[O-].[Cs+].[Cs+].C(=CC(C=CC1C=CC=CC=1)=O)C1C=CC=CC=1.N1C2C(=CC=C3C=2N=CC=C3)C=CC=1, predict the reaction product. The product is: [N:27]1([C:2]2[CH:7]=[CH:6][C:5]([C:8]3[N:12]=[C:11]([C:13]4[CH:17]=[C:16]([CH3:18])[N:15]([CH2:19][C:20]5[CH:25]=[CH:24][C:23]([CH3:26])=[CH:22][CH:21]=5)[N:14]=4)[O:10][N:9]=3)=[CH:4][CH:3]=2)[CH:31]=[CH:30][N:29]=[CH:28]1.